From a dataset of Catalyst prediction with 721,799 reactions and 888 catalyst types from USPTO. Predict which catalyst facilitates the given reaction. (1) The catalyst class is: 3. Product: [F:11][C:3]1[CH:4]=[C:5]([N+:8]([O-:10])=[O:9])[CH:6]=[CH:7][C:2]=1[CH2:22][C:23]#[N:24]. Reactant: F[C:2]1[CH:7]=[CH:6][C:5]([N+:8]([O-:10])=[O:9])=[CH:4][C:3]=1[F:11].C([O-])([O-])=O.[K+].[K+].C(OC(=O)[CH2:22][C:23]#[N:24])C. (2) Product: [CH3:29][C@H:27]1[O:26][C@@H:25]([CH3:30])[CH2:24][N:23]([C:19]2[CH:20]=[CH:21][CH:22]=[C:17]([C:9]3[CH:13]=[CH:12][O:11][C:10]=3[CH3:14])[CH:18]=2)[CH2:28]1. Reactant: CC1(C)C(C)(C)OB([C:9]2[CH:13]=[CH:12][O:11][C:10]=2[CH3:14])O1.Cl[C:17]1[CH:18]=[C:19]([N:23]2[CH2:28][C@H:27]([CH3:29])[O:26][C@H:25]([CH3:30])[CH2:24]2)[CH:20]=[CH:21][CH:22]=1.O.C(=O)([O-])[O-].[Na+].[Na+]. The catalyst class is: 77. (3) Reactant: C(OC([N:6]1[CH:11]2[CH2:12][CH2:13][CH:7]1[CH2:8][C:9](=[C:14]1[C:27]3[CH:26]=[CH:25][C:24]([C:28](=[O:34])[N:29]([CH2:32][CH3:33])[CH2:30][CH3:31])=[CH:23][C:22]=3[O:21][C:20]3[C:15]1=[CH:16][CH:17]=[CH:18][CH:19]=3)[CH2:10]2)=O)C.Br. Product: [CH2:32]([N:29]([CH2:30][CH3:31])[C:28]([C:24]1[CH:25]=[CH:26][C:27]2[C:14](=[C:9]3[CH2:10][CH:11]4[NH:6][CH:7]([CH2:13][CH2:12]4)[CH2:8]3)[C:15]3[C:20]([O:21][C:22]=2[CH:23]=1)=[CH:19][CH:18]=[CH:17][CH:16]=3)=[O:34])[CH3:33]. The catalyst class is: 15. (4) Reactant: [CH3:1][C:2]1([CH3:9])[CH2:7][CH2:6][NH:5][C:4]([NH2:8])=[N:3]1.[F:10][CH:11]([C:16](OC)=[O:17])[C:12](OC)=[O:13].C[O-].[Na+].Cl. Product: [OH:17][C:16]1[N:8]=[C:4]2[NH:3][C:2]([CH3:9])([CH3:1])[CH2:7][CH2:6][N:5]2[C:12](=[O:13])[C:11]=1[F:10]. The catalyst class is: 27. (5) Reactant: [O:1]=[S:2]1(=[O:31])[C:7]2[CH:8]=[CH:9][CH:10]=[CH:11][C:6]=2[NH:5][C:4]([C:12]2[C:13](=[O:30])[N:14]([N:23]=[CH:24][C:25]3[S:26][CH:27]=[CH:28][CH:29]=3)[C:15]3[C:20]([C:21]=2[OH:22])=[CH:19][CH:18]=[CH:17][CH:16]=3)=[N:3]1.CO.[BH4-].[Li+].Cl. Product: [O:31]=[S:2]1(=[O:1])[C:7]2[CH:8]=[CH:9][CH:10]=[CH:11][C:6]=2[NH:5][C:4]([C:12]2[C:13](=[O:30])[N:14]([NH:23][CH2:24][C:25]3[S:26][CH:27]=[CH:28][CH:29]=3)[C:15]3[C:20]([C:21]=2[OH:22])=[CH:19][CH:18]=[CH:17][CH:16]=3)=[N:3]1. The catalyst class is: 30. (6) Reactant: [C:1]([N:11]1[CH2:18][CH:17]([OH:19])[CH2:16][C@H:12]1[C:13]([OH:15])=[O:14])([O:3][CH2:4][C:5]1[CH:10]=[CH:9][CH:8]=[CH:7][CH:6]=1)=[O:2].C([O-])([O-])=O.[K+].[K+].[Na+].[I-].[CH2:28](Br)[C:29]1[CH:34]=[CH:33][CH:32]=[CH:31][CH:30]=1. Product: [CH2:28]([O:14][C:13](=[O:15])[C@@H:12]1[CH2:16][CH:17]([OH:19])[CH2:18][N:11]1[C:1]([O:3][CH2:4][C:5]1[CH:6]=[CH:7][CH:8]=[CH:9][CH:10]=1)=[O:2])[C:29]1[CH:34]=[CH:33][CH:32]=[CH:31][CH:30]=1. The catalyst class is: 399. (7) Reactant: [I:1][C:2]1[C:3]2[O:10][C:9]([CH:11]=[O:12])=[CH:8][C:4]=2[CH:5]=[N:6][CH:7]=1.[CH3:13][Mg]Br.[Cl-].[NH4+]. Product: [I:1][C:2]1[C:3]2[O:10][C:9]([CH:11]([OH:12])[CH3:13])=[CH:8][C:4]=2[CH:5]=[N:6][CH:7]=1. The catalyst class is: 7.